This data is from Forward reaction prediction with 1.9M reactions from USPTO patents (1976-2016). The task is: Predict the product of the given reaction. (1) Given the reactants [CH2:1]([O:3][C:4]1[CH:5]=[C:6]2[C:11](=[CH:12][C:13]=1[S:14](F)(=[O:16])=[O:15])[CH2:10][N:9](C(=O)C(F)(F)F)[CH2:8][CH2:7]2)[CH3:2].[F:24][C:25]1[CH:30]=[CH:29][C:28]([Mg]Br)=[CH:27][CH:26]=1, predict the reaction product. The product is: [CH2:1]([O:3][C:4]1[CH:5]=[C:6]2[C:11](=[CH:12][C:13]=1[S:14]([C:28]1[CH:29]=[CH:30][C:25]([F:24])=[CH:26][CH:27]=1)(=[O:15])=[O:16])[CH2:10][NH:9][CH2:8][CH2:7]2)[CH3:2]. (2) The product is: [CH3:3][O:4][C:5]1[CH:6]=[CH:7][C:8]2[C:14](=[CH2:27])[C:13]([C:17]3[CH:18]=[CH:19][C:20]([O:23][CH3:24])=[CH:21][CH:22]=3)([CH3:16])[CH2:12][CH2:11][CH2:10][C:9]=2[CH:25]=1. Given the reactants [H-].[Na+].[CH3:3][O:4][C:5]1[CH:6]=[CH:7][C:8]2[C:14](=O)[C:13]([C:17]3[CH:22]=[CH:21][C:20]([O:23][CH3:24])=[CH:19][CH:18]=3)([CH3:16])[CH2:12][CH2:11][CH2:10][C:9]=2[CH:25]=1.O.[CH3:27]S(C)=O, predict the reaction product. (3) The product is: [CH3:1][N:2]([CH2:3][CH2:4][C:5]#[C:6][C:7]1[CH:12]=[CH:11][CH:10]=[CH:9][N:8]=1)[C:18](=[O:19])[C:17]1[CH:21]=[CH:22][C:14]([CH3:13])=[CH:15][CH:16]=1.[C:9]([NH2:8])(=[O:19])[C:10]1[CH:5]=[CH:6][CH:7]=[CH:12][CH:11]=1. Given the reactants [CH3:1][NH:2][CH2:3][CH2:4][C:5]#[C:6][C:7]1[CH:12]=[CH:11][CH:10]=[CH:9][N:8]=1.[CH3:13][C:14]1[CH:22]=[CH:21][C:17]([C:18](Cl)=[O:19])=[CH:16][CH:15]=1, predict the reaction product. (4) Given the reactants Br[C:2]1[CH:7]=[CH:6][CH:5]=[C:4]([Cl:8])[C:3]=1[C:9]1[CH:14]=[CH:13][CH:12]=[C:11]([CH2:15][CH3:16])[CH:10]=1.[Li]CCCC.[C:22]([C@@H:28]1[O:33][CH2:32][CH2:31][N:30]([C:34]([O:36][C:37]([CH3:40])([CH3:39])[CH3:38])=[O:35])[CH2:29]1)(=[O:27])[CH2:23][CH2:24][CH:25]=[CH2:26].[NH4+].[Cl-], predict the reaction product. The product is: [Cl:8][C:4]1[C:3]([C:9]2[CH:14]=[CH:13][CH:12]=[C:11]([CH2:15][CH3:16])[CH:10]=2)=[C:2]([C@:22]([C@@H:28]2[O:33][CH2:32][CH2:31][N:30]([C:34]([O:36][C:37]([CH3:40])([CH3:39])[CH3:38])=[O:35])[CH2:29]2)([OH:27])[CH2:23][CH2:24][CH:25]=[CH2:26])[CH:7]=[CH:6][CH:5]=1. (5) Given the reactants [N+:1]([C:4]1[CH2:9][CH2:8][CH2:7][CH2:6][CH:5]=1)([O-:3])=[O:2].Cl.Cl.[Cl:12][C:13]1[CH:14]=[C:15]([CH:38]=[CH:39][C:40]=1[Cl:41])[CH2:16][N:17]1[CH2:22][CH2:21][N:20](C[C@@H](NC(=O)C2C=CC(C)=CC=2)C(C)C)[CH2:19][CH2:18]1.C(N(CC)CC)C, predict the reaction product. The product is: [Cl:12][C:13]1[CH:14]=[C:15]([CH:38]=[CH:39][C:40]=1[Cl:41])[CH2:16][N:17]1[CH2:22][CH2:21][N:20]([CH:5]2[CH2:6][CH2:7][CH2:8][CH2:9][CH:4]2[N+:1]([O-:3])=[O:2])[CH2:19][CH2:18]1. (6) Given the reactants [SH:1][CH2:2][C:3]1[N:4]=[C:5]([CH3:10])[S:6][C:7]=1[CH:8]=O.C(O)(=O)C, predict the reaction product. The product is: [CH3:10][C:5]1[S:6][C:7]2[C:3](=[CH:2][S:1][CH:8]=2)[N:4]=1. (7) Given the reactants Cl.[NH2:2][C:3]([NH2:5])=[NH:4].C[O-].[Na+].C([O:12][C@@H:13]1[C@@H:34]([O:35]C(=O)C)[C@H:33]([O:39]C(=O)C)[C@@H:32]([C:43]([OH:45])=[O:44])[O:31][C@H:14]1[O:15][C:16]1[CH:24]=[C:23]2[C:19]([CH:20]=[C:21]([C:26](OCC)=[O:27])[N:22]2[CH3:25])=[CH:18][CH:17]=1)(=O)C.[CH3:46][S:47]([OH:50])(=[O:49])=[O:48], predict the reaction product. The product is: [CH3:46][S:47]([OH:50])(=[O:49])=[O:48].[O:15]([C:16]1[CH:24]=[C:23]2[C:19]([CH:20]=[C:21]([C:26]([NH:4][C:3]([NH2:5])=[NH:2])=[O:27])[N:22]2[CH3:25])=[CH:18][CH:17]=1)[C@@H:14]1[O:31][C@H:32]([C:43]([OH:45])=[O:44])[C@@H:33]([OH:39])[C@H:34]([OH:35])[C@H:13]1[OH:12]. (8) Given the reactants C[C:2]1[N:3]=[C:4]([N:12]2[CH2:16][CH2:15][N:14]([C:17]3[CH:22]=CC=CC=3)[C:13]2=[O:23])[S:5][C:6]=1[C:7]([O:9]CC)=[O:8].[CH2:24](N1CCN(C2SC(C([O-])=O)=C(C)N=2)C1=O)C, predict the reaction product. The product is: [CH2:17]([N:14]1[CH2:15][CH2:16][N:12]([C:4]2[SH:5]([CH3:24])[C:6]([C:7]([OH:9])=[O:8])=[CH:2][N:3]=2)[C:13]1=[O:23])[CH3:22]. (9) Given the reactants CO[C:3]1[CH:8]=[CH:7][C:6]([C@@H:9]([N:11]([CH2:22][C:23]2[N:24]=[C:25]3[CH:30]=[CH:29][CH:28]=[C:27]([N:31]4[CH2:36][CH2:35][N:34]([CH3:37])[CH2:33][CH2:32]4)[N:26]3[CH:38]=2)[C@@H:12]2[C:21]3[N:20]=[CH:19][CH:18]=[CH:17][C:16]=3[CH2:15][CH2:14][CH2:13]2)C)=[CH:5][CH:4]=1.[Br:39]C1C=CC=CC=1C=O, predict the reaction product. The product is: [Br:39][C:7]1[CH:8]=[CH:3][CH:4]=[CH:5][C:6]=1[CH2:9][N:11]([CH2:22][C:23]1[N:24]=[C:25]2[CH:30]=[CH:29][CH:28]=[C:27]([N:31]3[CH2:36][CH2:35][N:34]([CH3:37])[CH2:33][CH2:32]3)[N:26]2[CH:38]=1)[C@@H:12]1[C:21]2[N:20]=[CH:19][CH:18]=[CH:17][C:16]=2[CH2:15][CH2:14][CH2:13]1.